Dataset: Full USPTO retrosynthesis dataset with 1.9M reactions from patents (1976-2016). Task: Predict the reactants needed to synthesize the given product. (1) Given the product [C:1]([O:17][CH:11]([CH2:10][CH:9]([CH3:8])[CH2:18][CH2:19][CH:20]=[C:21]([CH3:23])[CH3:22])[CH:12]([N+:14]([O-:16])=[O:15])[CH3:13])(=[O:3])[CH3:2], predict the reactants needed to synthesize it. The reactants are: [C:1](OC(=O)C)(=[O:3])[CH3:2].[CH3:8][CH:9]([CH2:18][CH2:19][CH:20]=[C:21]([CH3:23])[CH3:22])[CH2:10][CH:11]([OH:17])[CH:12]([N+:14]([O-:16])=[O:15])[CH3:13]. (2) Given the product [Cl:1][C:2]1[C:7]([Cl:8])=[C:6]([S:9](=[O:18])(=[O:17])[NH:10][C@@H:11]([CH3:16])[C:12]([F:13])([F:14])[F:15])[CH:5]=[CH:4][C:3]=1[C:19]1[S:23][C:22]([C:24]2[CH:29]=[CH:28][CH:27]=[C:26]([C:30]([OH:33])([CH3:31])[CH3:32])[N:25]=2)=[N:21][C:20]=1[C:34]([N:51]([CH2:46][CH3:47])[CH2:50][CH3:49])=[O:36], predict the reactants needed to synthesize it. The reactants are: [Cl:1][C:2]1[C:7]([Cl:8])=[C:6]([S:9](=[O:18])(=[O:17])[NH:10][C@@H:11]([CH3:16])[C:12]([F:15])([F:14])[F:13])[CH:5]=[CH:4][C:3]=1[C:19]1[S:23][C:22]([C:24]2[CH:29]=[CH:28][CH:27]=[C:26]([C:30]([OH:33])([CH3:32])[CH3:31])[N:25]=2)=[N:21][C:20]=1[C:34]([OH:36])=O.CN(C(ON1N=N[C:47]2C=[CH:49][CH:50]=[N:51][C:46]1=2)=[N+](C)C)C.F[P-](F)(F)(F)(F)F.C(NCC)C.